Dataset: Full USPTO retrosynthesis dataset with 1.9M reactions from patents (1976-2016). Task: Predict the reactants needed to synthesize the given product. (1) Given the product [CH2:1]1[C:9]2[C:4](=[N:5][CH:6]=[C:7]3[CH2:12][CH2:11][C:10](=[CH:13][CH2:14][NH2:15])[C:8]3=2)[O:3][CH2:2]1, predict the reactants needed to synthesize it. The reactants are: [CH2:1]1[C:9]2[C:4](=[N:5][CH:6]=[C:7]3[CH2:12][CH2:11][C:10](=[CH:13][C:14]#[N:15])[C:8]3=2)[O:3][CH2:2]1.N.C(O)C. (2) Given the product [CH3:16][O:15][C:14]1[C:8]2[N:7]=[N:6][C:5]3=[C:4]([CH3:21])[N:3]=[C:2]([C:25]4[CH:26]=[CH:27][N:28]=[CH:29][C:24]=4[O:23][CH3:22])[N:10]3[C:9]=2[CH:11]=[C:12]([C:17]([F:20])([F:19])[F:18])[CH:13]=1, predict the reactants needed to synthesize it. The reactants are: Br[C:2]1[N:10]2[C:5]([N:6]=[N:7][C:8]3[C:14]([O:15][CH3:16])=[CH:13][C:12]([C:17]([F:20])([F:19])[F:18])=[CH:11][C:9]=32)=[C:4]([CH3:21])[N:3]=1.[CH3:22][O:23][C:24]1[CH:25]=[C:26](B(O)O)[CH:27]=[N:28][CH:29]=1.C(=O)([O-])[O-].[Na+].[Na+]. (3) The reactants are: [C:1]1([CH:7]2[C:12](=[O:13])[NH:11][N:10]=[C:9]3[C:14]4[CH:21]=[CH:20][CH:19]=[CH:18][C:15]=4[O:16][CH2:17][CH:8]23)[CH:6]=[CH:5][CH:4]=[CH:3][CH:2]=1.[C:22]([C:24]1[CH:29]=[CH:28][CH:27]=[CH:26][C:25]=1B1OC(C([O-])=O)C=CO1)#[N:23].C(N(CC)CC)C. Given the product [C:22]([C:24]1[CH:29]=[CH:28][CH:27]=[CH:26][C:25]=1[N:11]1[C:12](=[O:13])[CH:7]([C:1]2[CH:2]=[CH:3][CH:4]=[CH:5][CH:6]=2)[CH:8]2[CH2:17][O:16][C:15]3[CH:18]=[CH:19][CH:20]=[CH:21][C:14]=3[C:9]2=[N:10]1)#[N:23], predict the reactants needed to synthesize it. (4) Given the product [N:1]1[CH:6]=[CH:5][N:4]=[CH:3][C:2]=1[C:7]([NH:11][NH2:12])=[O:9], predict the reactants needed to synthesize it. The reactants are: [N:1]1[CH:6]=[CH:5][N:4]=[CH:3][C:2]=1[C:7]([O:9]C)=O.[NH2:11][NH2:12]. (5) Given the product [CH:1]1([CH2:6][C@@H:7]([C:8](=[O:9])[N:10]2[CH:14]([C:15]([NH:50][C:51]3[CH:56]=[CH:55][CH:54]=[CH:53][CH:52]=3)=[O:16])[CH2:13][CH:12]=[N:11]2)[CH2:18][C:19]([O:21][C:22]([CH3:23])([CH3:24])[CH3:25])=[O:20])[CH2:5][CH2:4][CH2:3][CH2:2]1, predict the reactants needed to synthesize it. The reactants are: [CH:1]1([CH2:6][C@H:7]([CH2:18][C:19]([O:21][C:22]([CH3:25])([CH3:24])[CH3:23])=[O:20])[C:8]([N:10]2[CH:14]([C:15](O)=[O:16])[CH2:13][CH:12]=[N:11]2)=[O:9])[CH2:5][CH2:4][CH2:3][CH2:2]1.COC1N=C(OC)N=C([N+]2(C)CCOCC2)N=1.CN1CCOCC1.[NH2:50][C:51]1[CH:56]=[CH:55][CH:54]=[CH:53][CH:52]=1. (6) Given the product [C:29]1([CH:28]([C:35]2[CH:36]=[CH:37][CH:38]=[CH:39][CH:40]=2)[CH2:27][NH:26][C:15]2[C:16]3[CH2:21][N:20]([CH:22]([CH3:24])[CH3:23])[C:19](=[O:25])[C:17]=3[N:18]=[C:13]([NH:12][CH2:11][CH2:10][NH:8][CH3:7])[N:14]=2)[CH:30]=[CH:31][CH:32]=[CH:33][CH:34]=1, predict the reactants needed to synthesize it. The reactants are: Cl.C(O[C:7](=O)[N:8]([CH2:10][CH2:11][NH:12][C:13]1[N:14]=[C:15]([NH:26][CH2:27][CH:28]([C:35]2[CH:40]=[CH:39][CH:38]=[CH:37][CH:36]=2)[C:29]2[CH:34]=[CH:33][CH:32]=[CH:31][CH:30]=2)[C:16]2[CH2:21][N:20]([CH:22]([CH3:24])[CH3:23])[C:19](=[O:25])[C:17]=2[N:18]=1)C)(C)(C)C.